From a dataset of NCI-60 drug combinations with 297,098 pairs across 59 cell lines. Regression. Given two drug SMILES strings and cell line genomic features, predict the synergy score measuring deviation from expected non-interaction effect. (1) Drug 1: CCC1=CC2CC(C3=C(CN(C2)C1)C4=CC=CC=C4N3)(C5=C(C=C6C(=C5)C78CCN9C7C(C=CC9)(C(C(C8N6C)(C(=O)OC)O)OC(=O)C)CC)OC)C(=O)OC.C(C(C(=O)O)O)(C(=O)O)O. Drug 2: C1CN1P(=S)(N2CC2)N3CC3. Cell line: K-562. Synergy scores: CSS=73.4, Synergy_ZIP=-5.01, Synergy_Bliss=-3.83, Synergy_Loewe=-10.7, Synergy_HSA=-0.860. (2) Drug 1: CC1=C(C=C(C=C1)NC(=O)C2=CC=C(C=C2)CN3CCN(CC3)C)NC4=NC=CC(=N4)C5=CN=CC=C5. Cell line: RXF 393. Synergy scores: CSS=17.0, Synergy_ZIP=-6.76, Synergy_Bliss=-3.32, Synergy_Loewe=-23.5, Synergy_HSA=0.576. Drug 2: CCC1(C2=C(COC1=O)C(=O)N3CC4=CC5=C(C=CC(=C5CN(C)C)O)N=C4C3=C2)O.Cl. (3) Drug 1: COC1=CC(=CC(=C1O)OC)C2C3C(COC3=O)C(C4=CC5=C(C=C24)OCO5)OC6C(C(C7C(O6)COC(O7)C8=CC=CS8)O)O. Drug 2: C(CN)CNCCSP(=O)(O)O. Cell line: SF-268. Synergy scores: CSS=18.1, Synergy_ZIP=-5.57, Synergy_Bliss=-0.998, Synergy_Loewe=-19.6, Synergy_HSA=-2.05. (4) Drug 1: CC1=CC2C(CCC3(C2CCC3(C(=O)C)OC(=O)C)C)C4(C1=CC(=O)CC4)C. Cell line: SNB-75. Synergy scores: CSS=6.84, Synergy_ZIP=1.94, Synergy_Bliss=4.74, Synergy_Loewe=-5.40, Synergy_HSA=-0.437. Drug 2: COCCOC1=C(C=C2C(=C1)C(=NC=N2)NC3=CC=CC(=C3)C#C)OCCOC.Cl. (5) Drug 1: C1CCN(CC1)CCOC2=CC=C(C=C2)C(=O)C3=C(SC4=C3C=CC(=C4)O)C5=CC=C(C=C5)O. Drug 2: CC(C)CN1C=NC2=C1C3=CC=CC=C3N=C2N. Cell line: RPMI-8226. Synergy scores: CSS=-13.4, Synergy_ZIP=12.4, Synergy_Bliss=8.43, Synergy_Loewe=-4.21, Synergy_HSA=-5.59. (6) Drug 1: COC1=CC(=CC(=C1O)OC)C2C3C(COC3=O)C(C4=CC5=C(C=C24)OCO5)OC6C(C(C7C(O6)COC(O7)C8=CC=CS8)O)O. Drug 2: CC1CCC2CC(C(=CC=CC=CC(CC(C(=O)C(C(C(=CC(C(=O)CC(OC(=O)C3CCCCN3C(=O)C(=O)C1(O2)O)C(C)CC4CCC(C(C4)OC)O)C)C)O)OC)C)C)C)OC. Cell line: TK-10. Synergy scores: CSS=34.3, Synergy_ZIP=-9.15, Synergy_Bliss=-3.41, Synergy_Loewe=2.51, Synergy_HSA=3.85. (7) Drug 1: C1=CN(C(=O)N=C1N)C2C(C(C(O2)CO)O)O.Cl. Drug 2: CCCCC(=O)OCC(=O)C1(CC(C2=C(C1)C(=C3C(=C2O)C(=O)C4=C(C3=O)C=CC=C4OC)O)OC5CC(C(C(O5)C)O)NC(=O)C(F)(F)F)O. Cell line: SF-268. Synergy scores: CSS=28.4, Synergy_ZIP=-0.828, Synergy_Bliss=-0.576, Synergy_Loewe=0.612, Synergy_HSA=1.16.